From a dataset of CYP2D6 inhibition data for predicting drug metabolism from PubChem BioAssay. Regression/Classification. Given a drug SMILES string, predict its absorption, distribution, metabolism, or excretion properties. Task type varies by dataset: regression for continuous measurements (e.g., permeability, clearance, half-life) or binary classification for categorical outcomes (e.g., BBB penetration, CYP inhibition). Dataset: cyp2d6_veith. (1) The drug is Cc1ccc(SC(C)C(=O)NCc2cccnc2)cc1. The result is 0 (non-inhibitor). (2) The molecule is Cc1cc(Cc2cc(C)cc(C(C)(C)C)c2O)c(O)c(Cc2cc(C)cc(C(C)(C)C)c2O)c1. The result is 0 (non-inhibitor). (3) The molecule is C=C(C)[C@H]1CN[C@H](C(=O)O)[C@@H]1CC(=O)O. The result is 0 (non-inhibitor). (4) The molecule is Fc1ccc(-c2cnc(-c3cccs3)o2)cc1. The result is 1 (inhibitor). (5) The compound is Cc1cccc[n+]1CC(=O)Nc1ccc([N+](=O)[O-])cc1Cl.[Cl-]. The result is 0 (non-inhibitor).